This data is from Reaction yield outcomes from USPTO patents with 853,638 reactions. The task is: Predict the reaction yield, written as a fraction of the theoretical maximum amount of product (1.0 means a 100% yield; for example, 0.34 means a 34% yield). (1) The yield is 0.860. The reactants are [Cl:1][C:2]1[CH:3]=[CH:4][C:5]([O:27][CH2:28][C:29]2[CH:34]=[CH:33][CH:32]=[CH:31][CH:30]=2)=[C:6]([CH2:8][C:9]2[S:10][CH:11]=[C:12]([NH:14][C:15]([C:17]3[CH:26]=[CH:25][C:20]([C:21](OC)=[O:22])=[CH:19][CH:18]=3)=[O:16])[N:13]=2)[CH:7]=1.[H-].[Al+3].[Li+].[H-].[H-].[H-].C(OCC)C. The product is [Cl:1][C:2]1[CH:3]=[CH:4][C:5]([O:27][CH2:28][C:29]2[CH:30]=[CH:31][CH:32]=[CH:33][CH:34]=2)=[C:6]([CH2:8][C:9]2[S:10][CH:11]=[C:12]([NH:14][C:15](=[O:16])[C:17]3[CH:26]=[CH:25][C:20]([CH2:21][OH:22])=[CH:19][CH:18]=3)[N:13]=2)[CH:7]=1. The catalyst is O1CCCC1. (2) The reactants are O1CCC(C[C:8]2[CH:18]=[CH:17][CH:16]=[C:10]3[C:11]([NH:13][C:14](=[O:15])[C:9]=23)=[O:12])OC1.[C:19]([O-:22])(O)=O.[Na+].C([O:27][CH2:28][CH3:29])(=O)C.[CH3:30]O. The catalyst is Cl. The product is [OH:27][CH:28]([CH2:29][CH2:19][OH:22])[CH2:30][N:13]1[C:14](=[O:15])[C:9]2=[CH:8][CH:18]=[CH:17][CH:16]=[C:10]2[C:11]1=[O:12]. The yield is 0.500.